Dataset: Forward reaction prediction with 1.9M reactions from USPTO patents (1976-2016). Task: Predict the product of the given reaction. (1) Given the reactants [CH3:1][O:2][C:3]1[CH:10]=[CH:9][C:6]([C:7]#[N:8])=[CH:5][CH:4]=1.[N-:11]=[N+:12]=[N-:13].[Na+].Cl.C(N(CC)CC)C, predict the reaction product. The product is: [CH3:1][O:2][C:3]1[CH:10]=[CH:9][C:6]([C:7]2[NH:13][N:12]=[N:11][N:8]=2)=[CH:5][CH:4]=1. (2) Given the reactants Cl[CH2:2][CH2:3][O:4][CH2:5][CH2:6][OH:7].C([C:10]1[CH:15]=[CH:14][C:13]([C:16]([C:27]2[CH:32]=[CH:31][CH:30]=[CH:29][CH:28]=2)=[C:17]2[CH2:22][C:21]([CH3:24])([CH3:23])[CH2:20][C:19]([CH3:26])([CH3:25])[CH2:18]2)=[CH:12][C:11]=1[OH:33])C.[C:34]([O-])([O-])=O.[K+].[K+], predict the reaction product. The product is: [CH3:34][C:10]1[CH:15]=[CH:14][C:13]([C:16]([C:27]2[CH:28]=[CH:29][CH:30]=[CH:31][CH:32]=2)=[C:17]2[CH2:18][C:19]([CH3:26])([CH3:25])[CH2:20][C:21]([CH3:23])([CH3:24])[CH2:22]2)=[CH:12][C:11]=1[O:33][CH2:2][CH2:3][O:4][CH2:5][CH2:6][OH:7].